This data is from Catalyst prediction with 721,799 reactions and 888 catalyst types from USPTO. The task is: Predict which catalyst facilitates the given reaction. (1) Reactant: [C:1]([C:3]1[CH:4]=[C:5]([C:13]2[S:14][C:15]([C:18]3[CH:23]=[CH:22][C:21]([O:24][CH2:25][CH2:26][CH2:27][C:28]([O:30]CC)=[O:29])=[CH:20][C:19]=3[CH2:33][CH3:34])=[CH:16][N:17]=2)[CH:6]=[CH:7][C:8]=1[O:9][CH:10]([CH3:12])[CH3:11])#[N:2].[OH-].[Na+].CC(O)=O. Product: [C:1]([C:3]1[CH:4]=[C:5]([C:13]2[S:14][C:15]([C:18]3[CH:23]=[CH:22][C:21]([O:24][CH2:25][CH2:26][CH2:27][C:28]([OH:30])=[O:29])=[CH:20][C:19]=3[CH2:33][CH3:34])=[CH:16][N:17]=2)[CH:6]=[CH:7][C:8]=1[O:9][CH:10]([CH3:12])[CH3:11])#[N:2]. The catalyst class is: 252. (2) Reactant: [F:1][C:2]1[CH:7]=[CH:6][C:5]([S:8][CH2:9][C:10]([NH:12][O:13][C:14]([C:27]2[CH:32]=[CH:31][CH:30]=[CH:29][CH:28]=2)([C:21]2[CH:26]=[CH:25][CH:24]=[CH:23][CH:22]=2)[C:15]2[CH:20]=[CH:19][CH:18]=[CH:17][CH:16]=2)=[O:11])=[CH:4][CH:3]=1.C([O-])([O-])=O.[Cs+].[Cs+].[Br:39][CH2:40][CH2:41][CH2:42][CH2:43]Br. Product: [Br:39][CH2:40][CH2:41][CH2:42][CH2:43][N:12]([O:13][C:14]([C:27]1[CH:28]=[CH:29][CH:30]=[CH:31][CH:32]=1)([C:15]1[CH:20]=[CH:19][CH:18]=[CH:17][CH:16]=1)[C:21]1[CH:22]=[CH:23][CH:24]=[CH:25][CH:26]=1)[C:10](=[O:11])[CH2:9][S:8][C:5]1[CH:6]=[CH:7][C:2]([F:1])=[CH:3][CH:4]=1. The catalyst class is: 31. (3) Reactant: [Br:1][CH2:2][C:3]1[CH:8]=[CH:7][C:6]([S:9](Cl)(=[O:11])=[O:10])=[CH:5][CH:4]=1.C(=O)([O-])[O-].[K+].[K+].[CH3:19][NH2:20]. Product: [Br:1][CH2:2][C:3]1[CH:8]=[CH:7][C:6]([S:9]([NH:20][CH3:19])(=[O:11])=[O:10])=[CH:5][CH:4]=1. The catalyst class is: 1. (4) Reactant: [C:1]1([NH2:8])[CH:6]=[CH:5][CH:4]=[C:3]([NH2:7])[CH:2]=1.C(N(CC)C(C)C)(C)C.Cl[C:19]([O:21][CH2:22][C:23]1[CH:28]=[CH:27][CH:26]=[CH:25][CH:24]=1)=[O:20].C([O-])(O)=O.[Na+]. Product: [NH2:7][C:3]1[CH:2]=[C:1]([NH:8][C:19](=[O:20])[O:21][CH2:22][C:23]2[CH:28]=[CH:27][CH:26]=[CH:25][CH:24]=2)[CH:6]=[CH:5][CH:4]=1. The catalyst class is: 2. (5) Reactant: [CH3:1][O:2][C:3]1[CH:4]=[C:5]2[C:10](=[CH:11][C:12]=1[O:13][CH3:14])[N:9]=[CH:8][CH:7]=[C:6]2[O:15][C:16]1[CH:21]=CC(CC(O)=O)=C[CH:17]=1.[NH2:26][C:27]1[CH:31]=[C:30]([CH3:32])[O:29][N:28]=1.C([N:36](C(C)C)CC)(C)C.CO[C@@H]1[C@@H](C(OC)=O)[C@@H]2[C@@H](CN3[C@H](C2)C2[NH:62][C:63]4[CH:68]=[C:67]([O:69]C)C=CC=4C=2CC3)C[C@H]1OC(C1C=C(OC)C(OC)=C(OC)C=1)=O. Product: [CH3:32][C:30]1[O:29][N:28]=[C:27]([NH:26][C:67](=[O:69])[CH2:68][C:63]2[N:36]=[CH:17][C:16]([O:15][C:6]3[C:5]4[C:10](=[CH:11][C:12]([O:13][CH3:14])=[C:3]([O:2][CH3:1])[CH:4]=4)[N:9]=[CH:8][CH:7]=3)=[CH:21][N:62]=2)[CH:31]=1. The catalyst class is: 3. (6) Reactant: CN(C(ON1N=NC2C=CC=NC1=2)=[N+](C)C)C.F[P-](F)(F)(F)(F)F.[C:25]1([S:31][C:32]2[S:33][C:34]([C:37]([OH:39])=O)=[CH:35][N:36]=2)[CH:30]=[CH:29][CH:28]=[CH:27][CH:26]=1.Cl.Cl.[NH2:42][C@@H:43]1[CH:48]2[CH2:49][CH2:50][N:45]([CH2:46][CH2:47]2)[CH2:44]1.CCN(C(C)C)C(C)C.[C:60]([OH:67])(=[O:66])/[CH:61]=[CH:62]/[C:63]([OH:65])=[O:64]. Product: [C:60]([OH:67])(=[O:66])/[CH:61]=[CH:62]/[C:63]([OH:65])=[O:64].[N:45]12[CH2:50][CH2:49][CH:48]([CH2:47][CH2:46]1)[C@@H:43]([NH:42][C:37]([C:34]1[S:33][C:32]([S:31][C:25]3[CH:26]=[CH:27][CH:28]=[CH:29][CH:30]=3)=[N:36][CH:35]=1)=[O:39])[CH2:44]2. The catalyst class is: 85. (7) Reactant: [CH3:1][O:2][C:3]([CH:5]1[CH2:9][CH:8]([NH2:10])[CH2:7][N:6]1[C:11]([O:13][C:14]([CH3:17])([CH3:16])[CH3:15])=[O:12])=[O:4].[CH:18](=O)[C:19]1[CH:24]=[CH:23][CH:22]=[CH:21][CH:20]=1.[BH-](OC(C)=O)(OC(C)=O)OC(C)=O.[Na+]. Product: [CH3:1][O:2][C:3]([CH:5]1[CH2:9][CH:8]([NH:10][CH2:18][C:19]2[CH:24]=[CH:23][CH:22]=[CH:21][CH:20]=2)[CH2:7][N:6]1[C:11]([O:13][C:14]([CH3:17])([CH3:16])[CH3:15])=[O:12])=[O:4]. The catalyst class is: 585. (8) Reactant: Cl[C:2]1[N:7]=[CH:6][CH:5]=[CH:4][N:3]=1.[CH3:8][NH:9][CH2:10][CH2:11][OH:12].O. Product: [CH3:8][N:9]([CH2:10][CH2:11][OH:12])[C:2]1[N:7]=[CH:6][CH:5]=[CH:4][N:3]=1. The catalyst class is: 7. (9) Reactant: [F:1][C:2]1[CH:3]=[C:4]([CH:9]=[CH:10][C:11]=1[CH2:12][CH:13]([CH3:15])[CH3:14])[C:5]([O:7]C)=[O:6].[OH-].[Na+]. Product: [F:1][C:2]1[CH:3]=[C:4]([CH:9]=[CH:10][C:11]=1[CH2:12][CH:13]([CH3:15])[CH3:14])[C:5]([OH:7])=[O:6]. The catalyst class is: 14.